Task: Predict which catalyst facilitates the given reaction.. Dataset: Catalyst prediction with 721,799 reactions and 888 catalyst types from USPTO (1) Reactant: [C:1]([C:5]1[N:10]=[C:9]([N:11]2[CH2:16][CH2:15][N:14]([CH2:17][CH2:18][CH2:19][CH2:20][NH2:21])[CH2:13][CH2:12]2)[CH:8]=[C:7]([C:22]([F:25])([F:24])[F:23])[N:6]=1)([CH3:4])([CH3:3])[CH3:2].C1N=CN([C:31](N2C=NC=C2)=[O:32])C=1.[Cl:38][C:39]1[CH:44]=[CH:43][C:42]([CH:45]([C:52]2[CH:57]=[CH:56][CH:55]=[CH:54][CH:53]=2)[N:46]2[CH2:51][CH2:50][NH:49][CH2:48][CH2:47]2)=[CH:41][CH:40]=1. Product: [C:1]([C:5]1[N:10]=[C:9]([N:11]2[CH2:16][CH2:15][N:14]([CH2:17][CH2:18][CH2:19][CH2:20][NH:21][C:31]([N:49]3[CH2:48][CH2:47][N:46]([CH:45]([C:42]4[CH:41]=[CH:40][C:39]([Cl:38])=[CH:44][CH:43]=4)[C:52]4[CH:53]=[CH:54][CH:55]=[CH:56][CH:57]=4)[CH2:51][CH2:50]3)=[O:32])[CH2:13][CH2:12]2)[CH:8]=[C:7]([C:22]([F:24])([F:25])[F:23])[N:6]=1)([CH3:4])([CH3:2])[CH3:3]. The catalyst class is: 147. (2) Reactant: [CH3:1][C:2]1[NH:3][C:4]2[C:9]([C:10]=1[CH3:11])=[CH:8][CH:7]=[CH:6][C:5]=2[C:12]([OH:14])=O.[CH3:15][N:16]1[C:20]([C:21]2[CH:22]=[C:23]([CH:25]=[CH:26][CH:27]=2)[NH2:24])=[CH:19][N:18]=[C:17]1[CH3:28].Cl.C(N=C=NCCCN(C)C)C. Product: [CH3:15][N:16]1[C:20]([C:21]2[CH:22]=[C:23]([NH:24][C:12]([C:5]3[CH:6]=[CH:7][CH:8]=[C:9]4[C:4]=3[NH:3][C:2]([CH3:1])=[C:10]4[CH3:11])=[O:14])[CH:25]=[CH:26][CH:27]=2)=[CH:19][N:18]=[C:17]1[CH3:28]. The catalyst class is: 112. (3) Reactant: Cl[C:2](OC1C=CC=CC=1)=[O:3].[NH2:11][C:12]1[CH:13]=[C:14]([CH:50]=[CH:51][C:52]=1[OH:53])[CH2:15][O:16][CH:17]1[CH:22]([C:23]2[CH:28]=[CH:27][C:26]([O:29][CH2:30][CH2:31][CH2:32][O:33][CH2:34][C:35]3[CH:40]=[CH:39][CH:38]=[CH:37][C:36]=3[O:41][CH3:42])=[CH:25][CH:24]=2)[CH2:21][CH2:20][N:19]([C:43]([O:45][C:46]([CH3:49])([CH3:48])[CH3:47])=[O:44])[CH2:18]1.C(=O)([O-])O.[Na+].[OH-].[Na+].Cl. Product: [CH3:42][O:41][C:36]1[CH:37]=[CH:38][CH:39]=[CH:40][C:35]=1[CH2:34][O:33][CH2:32][CH2:31][CH2:30][O:29][C:26]1[CH:27]=[CH:28][C:23]([C@H:22]2[CH2:21][CH2:20][N:19]([C:43]([O:45][C:46]([CH3:49])([CH3:47])[CH3:48])=[O:44])[CH2:18][C@@H:17]2[O:16][CH2:15][C:14]2[CH:50]=[CH:51][C:52]3[O:53][C:2](=[O:3])[NH:11][C:12]=3[CH:13]=2)=[CH:24][CH:25]=1. The catalyst class is: 24. (4) Reactant: [C:1]([C:5]1[CH:6]=[C:7]([CH:12]=[C:13]([CH2:15]O)[CH:14]=1)[C:8]([O:10][CH3:11])=[O:9])([CH3:4])([CH3:3])[CH3:2].C(Br)(Br)(Br)[Br:18].C1(P(C2C=CC=CC=2)C2C=CC=CC=2)C=CC=CC=1. Product: [Br:18][CH2:15][C:13]1[CH:12]=[C:7]([CH:6]=[C:5]([C:1]([CH3:4])([CH3:3])[CH3:2])[CH:14]=1)[C:8]([O:10][CH3:11])=[O:9]. The catalyst class is: 4.